From a dataset of Experimentally validated miRNA-target interactions with 360,000+ pairs, plus equal number of negative samples. Binary Classification. Given a miRNA mature sequence and a target amino acid sequence, predict their likelihood of interaction. (1) The miRNA is hsa-miR-5684 with sequence AACUCUAGCCUGAGCAACAG. The protein sequence of the target gene is MLQSLAGSSCVRLVERHRSAWCFGFLVLGYLLYLVFGAVVFSSVELPYEDLLRQELRKLKRRFLEEHECLSEPQLEQFLGRVLEASNYGVSVLSNASGNWNWDFTSALFFASTVLSTTGYGHTVPLSDGGKAFCIIYSVIGIPFTLLFLTAVVQRVTVHVTRRPVLYFHIRWGFSKQVVAIVHAVLLGFVTVSCFFFIPAAVFSVLEDDWNFLESFYFCFISLSTIGLGDYVPGEGYNQKFRELYKIGITCYLLLGLIAMLVVLETFCELHELKKFRKMFYVKKDKDEDLVHIMEHDQLS.... Result: 0 (no interaction). (2) The miRNA is mmu-miR-185-5p with sequence UGGAGAGAAAGGCAGUUCCUGA. The protein sequence of the target gene is MSLPRRSRKRRRSSSGSDTFSGDGDSFVSPQLRCGPVLSPPPGLGRGRRLTGTGTNKRRVSDDQIDQLLLANWGLPKAVLEKYHSFGVRKMFEWQAECLLLGHVLEGKNLVYSAPTSAGKTLVAELLILKRVLETRKKALFILPFVSVAKEKKCYLQSLFQEVGLKVDGYMGSTSPTGQFSSLDIAVCTIERANGLVNRLIEENKMDLLGMVVVDELHMLGDSHRGYLLELLLTKICYVTRKSASHQAESASTLSNAVQIVGMSATLPNLQLVASWLNAELYHTDFRPVPLLESIKIGNS.... Result: 0 (no interaction). (3) The miRNA is hsa-miR-5087 with sequence GGGUUUGUAGCUUUGCUGGCAUG. The protein sequence of the target gene is MNGEEEFFDAVTGFDSDNSSIGEFSEANKISGMIDLDTSKSTRSGKNGEKPQQENGIQKHRTALPAPMFTRSDFSVWSILKKCIGLELSKITMPIAFNEPLSFLQRITEYMEHVYLIHKASSQSQPLERMQSVAAFAVSAVASQWERTGKPFNPLLGETYELIREDLGFRFISEQVSHHPPISAFYSEGLNQDFRFHGSIYPKLKFWGKSVEAEPRGTITLELLKHNEAYTWTNPTCCVHNVILGQLWIEQYGIVEIVNHRTGDKCILHFKPCGLFGKELHRVEGYIQDKNRKKLFIMYG.... Result: 0 (no interaction). (4) The miRNA is hsa-miR-25-3p with sequence CAUUGCACUUGUCUCGGUCUGA. The protein sequence of the target gene is MCMVIFAPLFAIFAFATCGGYSGGLRLSVDCVNKTESNLSIDIAFAYPFRLHQVTFEVPTCEGKERQKLALIGDSSSSAEFFVTVAVFAFLYSLAATVVYIFFQNKYRENNRGPLIDFIVTVVFSFLWLVGSSAWAKGLSDVKVATDPKEVLLLMSACKQPSNKCMAIHSPVMSSLNTSVVFGFLNFILWAGNIWFVFKETGWHSSGQRYLSDPMEKHSSSYNQGGYNQDSYGSSSGYSQQASLGPTSDEFGQQPTGPTSFTNQI. Result: 1 (interaction). (5) The miRNA is hsa-miR-6129 with sequence UGAGGGAGUUGGGUGUAUA. The protein sequence of the target gene is MAAVSLRLGDLVWGKLGRYPPWPGKIVNPPKDLKKPRGKKCFFVKFFGTEDHAWIKVEQLKPYHAHKEEMIKINKGKRFQQAVDAVEEFLRRAKGKDQTSSHNSSDDKNRRNSSEERSRPNSGDEKRKLSLSEGKVKKNMGEGKKRVSSGSSERGSKSPLKRAQEQSPRKRGRPPKDEKDLTIPESSTVKGMMAGPMAAFKWQPTASEPVKDADPHFHHFLLSQTEKPAVCYQAITKKLKICEEETGSTSIQAADSTAVNGSITPTDKKIGFLGLGLMGSGIVSNLLKMGHTVTVWNRTA.... Result: 1 (interaction). (6) The miRNA is hsa-miR-6731-3p with sequence UCUAUUCCCCACUCUCCCCAG. The protein sequence of the target gene is MTQSVVVQVGQCGNQIGCCFWDLALREHAAVNQKGIYDDAISSFFRNVDTRAVGDGGSISKGRISSLKARAVLIDMEEGVVNEILQGPLRDVFDSKQLITDISGSGNNWAVGHKVFGCLYREQILEKLRKSAEQCDCLQCFFIIHSMGGGTGSGLGTFLLKVLEDEFPEVYRFVTAVYPSSEDDVITSPYNSMLAMKELNEHADCVLPIDNQSLFDIISKIDLVVNSGKLGSAVKPKSLITSNMGAVKKHHKKPFDAMNNIVANLLLSLTSSARFEGSLNMDLNEISMNLVPFPKLHYLV.... Result: 0 (no interaction). (7) The miRNA is hsa-miR-769-3p with sequence CUGGGAUCUCCGGGGUCUUGGUU. The protein sequence of the target gene is MEAPDYEVLSVREQLFHERIRECIISTLLFATLYILCHIFLTRFKKPAEFTTVDDEDATVNKIALELCTFTLAIALGAVLLLPFSIISNEVLLSLPRNYYIQWLNGSLIHGLWNLVFLFSNLSLIFLMPFAYFFTESEGFAGSRKGVLGRVYETVVMLMLLTLLVLGMVWVASAIVDKNKANRESLYDFWEYYLPYLYSCISFLGVLLLLVCTPLGLARMFSVTGKLLVKPRLLEDLEEQLYCSAFEEAALTRRICNPTSCWLPLDMELLHRQVLALQTQRVLLEKRRKASAWQRNLGYP.... Result: 1 (interaction). (8) The miRNA is hsa-miR-6887-3p with sequence UCCCCUCCACUUUCCUCCUAG. The protein sequence of the target gene is MAAAVAAAGAGEPQSPDELLPKGDAEKPEEELEEDDDEELDETLSERLWGLTEMFPERVRSAAGATFDLSLFVAQKMYRFSRAALWIGTTSFMILVLPVVFETEKLQMEQQQQLQQRQILLGPNTGLSGGMPGALPSLPGKI. Result: 1 (interaction). (9) The miRNA is dme-miR-314-3p with sequence UAUUCGAGCCAAUAAGUUCGG. The protein sequence of the target gene is MYLETRRAIFVFWIFLQVQGTKDISINIYHSETKDIDNPPRNETTESTEKMYKMSTMRRIFDLAKHRTKRSAFFPTGVKVCPQESMKQILDSLQAYYRLRVCQEAVWEAYRIFLDRIPDTGEYQDWVSICQQETFCLFDIGKNFSNSQEHLDLLQQRIKQRSFPDRKDEISAEKTLGEPGETIVISTDVANVSLGPFPLTPDDTLLNEILDNTLNDTKMPTTERETEFAVLEEQRVELSVSLVNQKFKAELADSQSPYYQELAGKSQLQMQKIFKKLPGFKKIHVLGFRPKKEKDGSSST.... Result: 0 (no interaction). (10) The miRNA is hsa-miR-642a-3p with sequence AGACACAUUUGGAGAGGGAACC. The protein sequence of the target gene is MTAEETVNVKEVEIIKLILDFLNSKKLHISMLALEKESGVINGLFSDDMLFLRQLILDGQWDEVLQFIQPLECMEKFDKKRFRYIILKQKFLEALCVNNAMSAEDEPQHLEFTMQEAVQCLHALEEYCPSKDDYSKLCLLLTLPRLTNHAEFKDWNPSTARVHCFEEACVMVAEFIPADRKLSEAGFKASNNRLFQLVMKGLLYECCVEFCQSKATGEEITESEVLLGIDLLCGNGCDDLDLSLLSWLQNLPSSVFSCAFEQKMLNIHVDKLLKPTKAAYADLLTPLISKLSPYPSSPMR.... Result: 0 (no interaction).